From a dataset of Forward reaction prediction with 1.9M reactions from USPTO patents (1976-2016). Predict the product of the given reaction. (1) The product is: [NH2:9][C:4]1[N:3]=[C:2]([N:13]2[CH2:12][CH2:11][N:10]([C:16]([O:18][C:19]([CH3:22])([CH3:21])[CH3:20])=[O:17])[CH2:15][CH2:14]2)[CH:7]=[C:6]([Cl:8])[N:5]=1. Given the reactants Cl[C:2]1[CH:7]=[C:6]([Cl:8])[N:5]=[C:4]([NH2:9])[N:3]=1.[N:10]1([C:16]([O:18][C:19]([CH3:22])([CH3:21])[CH3:20])=[O:17])[CH2:15][CH2:14][NH:13][CH2:12][CH2:11]1.C(N(C(C)C)C(C)C)C, predict the reaction product. (2) Given the reactants Cl.CS[C:4]1[N:9]=[C:8]([O:10][CH2:11][CH2:12][N:13]2[CH2:18][CH2:17][CH2:16][CH2:15][CH2:14]2)[CH:7]=[C:6]([C:19]2[CH:24]=[CH:23][CH:22]=[C:21]([C:25]([F:28])([F:27])[F:26])[CH:20]=2)[N:5]=1.O[O:30][S:31]([O-:33])=O.[K+].[C:35]([O-])([O-])=O.[Na+].[Na+], predict the reaction product. The product is: [CH3:35][S:31]([C:4]1[N:9]=[C:8]([O:10][CH2:11][CH2:12][N:13]2[CH2:14][CH2:15][CH2:16][CH2:17][CH2:18]2)[CH:7]=[C:6]([C:19]2[CH:24]=[CH:23][CH:22]=[C:21]([C:25]([F:28])([F:26])[F:27])[CH:20]=2)[N:5]=1)(=[O:33])=[O:30]. (3) The product is: [F:1][C:2]([F:6])([CH3:5])[CH2:3][O:4][S:21]([C:24]([F:27])([F:26])[F:25])(=[O:23])=[O:22]. Given the reactants [F:1][C:2]([F:6])([CH3:5])[CH2:3][OH:4].CN(CCCN)C.C(N(CC)CC)C.[S:21](O[S:21]([C:24]([F:27])([F:26])[F:25])(=[O:23])=[O:22])([C:24]([F:27])([F:26])[F:25])(=[O:23])=[O:22], predict the reaction product. (4) Given the reactants [C:1]1([C:7]#[C:8][C:9]2[N:13]3[CH:14]=[CH:15][CH:16]=[CH:17][C:12]3=[N:11][C:10]=2[CH2:18][OH:19])[CH:6]=[CH:5][CH:4]=[CH:3][CH:2]=1.C(=O)([O-])[O-].[Cs+].[Cs+].[N:26]1([C:32](Cl)=[O:33])[CH2:31][CH2:30][O:29][CH2:28][CH2:27]1.[Na+].[Cl-], predict the reaction product. The product is: [C:1]1([C:7]#[C:8][C:9]2[N:13]3[CH:14]=[CH:15][CH:16]=[CH:17][C:12]3=[N:11][C:10]=2[CH2:18][O:19][C:32]([N:26]2[CH2:31][CH2:30][O:29][CH2:28][CH2:27]2)=[O:33])[CH:2]=[CH:3][CH:4]=[CH:5][CH:6]=1. (5) The product is: [CH3:14][CH2:15][CH2:16][CH2:17][CH2:18][CH2:19][CH2:20][CH2:21][CH2:22][CH2:23][CH2:24][CH2:25][O:26][S:27]([O-:30])(=[O:29])=[O:28].[Na+:31]. Given the reactants C(N)C(O)=O.C(O)C(N)(CO)CO.[CH3:14][CH2:15][CH2:16][CH2:17][CH2:18][CH2:19][CH2:20][CH2:21][CH2:22][CH2:23][CH2:24][CH2:25][O:26][S:27]([O-:30])(=[O:29])=[O:28].[Na+:31], predict the reaction product. (6) Given the reactants CN(C(/N=N/C(N(C)C)=O)=O)C.C(OC([N:20]1[CH2:25][CH2:24][N:23]([C:26]2[C:27]([O:32]CCO)=[N:28][CH:29]=[CH:30][N:31]=2)[CH2:22][CH2:21]1)=O)(C)(C)C.[C:36]1(P(C2C=CC=CC=2)C2C=CC=CC=2)C=CC=C[CH:37]=1.[C:55]1([C:61]2[CH:62]=[C:63]([OH:67])[CH:64]=[CH:65][CH:66]=2)[CH:60]=[CH:59][CH:58]=[CH:57][CH:56]=1, predict the reaction product. The product is: [C:61]1([C:55]2[CH:56]=[CH:57][CH:58]=[CH:59][CH:60]=2)[CH:66]=[CH:65][CH:64]=[C:63]([O:67][CH2:36][CH2:37][N:28]2[CH:29]=[CH:30][N:31]=[C:26]([N:23]3[CH2:22][CH2:21][NH:20][CH2:25][CH2:24]3)[C:27]2=[O:32])[CH:62]=1. (7) Given the reactants C[Si](C)(C)[O-].[K+].[Cl:7][C:8]1[CH:9]=[N:10][NH:11][CH:12]=1.Br[CH:14]([CH2:22][CH2:23]Br)[C:15]([O:17][C:18]([CH3:21])([CH3:20])[CH3:19])=[O:16].Cl, predict the reaction product. The product is: [Cl:7][C:8]1[CH:9]=[N:10][N:11]([C:14]2([C:15]([O:17][C:18]([CH3:21])([CH3:20])[CH3:19])=[O:16])[CH2:23][CH2:22]2)[CH:12]=1.